This data is from Forward reaction prediction with 1.9M reactions from USPTO patents (1976-2016). The task is: Predict the product of the given reaction. Given the reactants [S:1]1[C:9]2[CH2:8][CH2:7][NH:6][C:5](=[O:10])[C:4]=2[CH:3]=[CH:2]1.I[C:12]1[CH:13]=[N:14][CH:15]=[CH:16][C:17]=1[CH3:18].P([O-])([O-])([O-])=O.[K+].[K+].[K+], predict the reaction product. The product is: [CH3:18][C:17]1[CH:16]=[CH:15][N:14]=[CH:13][C:12]=1[N:6]1[CH2:7][CH2:8][C:9]2[S:1][CH:2]=[CH:3][C:4]=2[C:5]1=[O:10].